Dataset: Forward reaction prediction with 1.9M reactions from USPTO patents (1976-2016). Task: Predict the product of the given reaction. (1) Given the reactants [OH:1][C:2]1[CH:3]=[C:4]([C:8]2[CH:13]=[CH:12][C:11]([CH:14]=[C:15]3[S:19][C:18](=[O:20])[NH:17][C:16]3=[O:21])=[CH:10][CH:9]=2)[CH:5]=[CH:6][CH:7]=1, predict the reaction product. The product is: [OH:1][C:2]1[CH:3]=[C:4]([C:8]2[CH:9]=[CH:10][C:11]([CH2:14][CH:15]3[S:19][C:18](=[O:20])[NH:17][C:16]3=[O:21])=[CH:12][CH:13]=2)[CH:5]=[CH:6][CH:7]=1. (2) Given the reactants [Cl:1][C:2]1[CH:10]=[C:9]2[C:5]([C:6]([C:11]([N:13]3[CH2:18][CH2:17][C:16]4([C:22]5[CH:23]=[CH:24][C:25]([F:27])=[CH:26][C:21]=5[C:20](=[O:28])[O:19]4)[CH2:15][CH2:14]3)=[O:12])=[CH:7][NH:8]2)=[CH:4][CH:3]=1.[F:29][C:30]1[CH:31]=[C:32]([CH:35]=[C:36]([F:38])[CH:37]=1)[CH2:33]Cl, predict the reaction product. The product is: [Cl:1][C:2]1[CH:10]=[C:9]2[C:5]([C:6]([C:11]([N:13]3[CH2:18][CH2:17][C:16]4([C:22]5[CH:23]=[CH:24][C:25]([F:27])=[CH:26][C:21]=5[C:20](=[O:28])[O:19]4)[CH2:15][CH2:14]3)=[O:12])=[CH:7][N:8]2[CH2:33][C:32]2[CH:31]=[C:30]([F:29])[CH:37]=[C:36]([F:38])[CH:35]=2)=[CH:4][CH:3]=1. (3) Given the reactants C([N:8]1[CH2:48][CH2:47][C:11]2[N:12]=[C:13]([C:26]3[C:34]([CH3:35])=[CH:33][CH:32]=[C:31]4[C:27]=3[C:28]([CH3:46])=[N:29][N:30]4[S:36]([C:39]3[CH:45]=[CH:44][C:42]([CH3:43])=[CH:41][CH:40]=3)(=[O:38])=[O:37])[N:14]=[C:15]([N:16]3[CH2:21][CH2:20][C@@H:19]([O:22][CH3:23])[C:18]([CH3:25])([CH3:24])[CH2:17]3)[C:10]=2[CH2:9]1)C1C=CC=CC=1.C(O)(=O)C, predict the reaction product. The product is: [CH3:46][C:28]1[C:27]2[C:31](=[CH:32][CH:33]=[C:34]([CH3:35])[C:26]=2[C:13]2[N:14]=[C:15]([N:16]3[CH2:21][CH2:20][C@@H:19]([O:22][CH3:23])[C:18]([CH3:25])([CH3:24])[CH2:17]3)[C:10]3[CH2:9][NH:8][CH2:48][CH2:47][C:11]=3[N:12]=2)[N:30]([S:36]([C:39]2[CH:45]=[CH:44][C:42]([CH3:43])=[CH:41][CH:40]=2)(=[O:37])=[O:38])[N:29]=1. (4) Given the reactants O[CH2:2][C@@H:3]([NH2:8])[CH:4]([CH3:7])[CH2:5][CH3:6].COC(=O)[C@H]([C@H](CC)C)N.OCCN.NC1C=C2C(=CC=1)C(=O)CC2.[O:34]=[C:35]1[C:43]2[C:38](=[CH:39][C:40]([N:44]=[C:45]=[S:46])=[CH:41][CH:42]=2)[CH2:37][CH2:36]1.[N-]=C=S, predict the reaction product. The product is: [O:34]=[C:35]1[C:43]2[C:38](=[CH:39][C:40]([N:44]=[C:45]3[NH:8][C@@H:3]([CH:4]([CH2:5][CH3:6])[CH3:7])[CH2:2][S:46]3)=[CH:41][CH:42]=2)[CH2:37][CH2:36]1. (5) Given the reactants [CH3:1][O:2][CH2:3][CH2:4][C:5]1[N:9]=[C:8]([C:10]2[C:18]3[CH2:17][CH2:16][O:15][CH2:14][C:13]=3[S:12][C:11]=2[NH2:19])[O:7][N:6]=1.[C:20]12[C:29](=[O:30])[O:28][C:26](=[O:27])[C:21]=1[CH2:22][CH2:23][CH2:24][CH2:25]2, predict the reaction product. The product is: [CH3:1][O:2][CH2:3][CH2:4][C:5]1[N:9]=[C:8]([C:10]2[C:18]3[CH2:17][CH2:16][O:15][CH2:14][C:13]=3[S:12][C:11]=2[NH:19][C:29]([C:20]2[CH2:25][CH2:24][CH2:23][CH2:22][C:21]=2[C:26]([OH:28])=[O:27])=[O:30])[O:7][N:6]=1. (6) Given the reactants [NH2:1][CH2:2][C@@H:3]1[C@H:8]([CH3:9])[CH2:7][CH2:6][CH2:5][N:4]1[C:10]([C:12]1[CH:17]=[C:16]([F:18])[C:15]([F:19])=[CH:14][C:13]=1[N:20]1[N:24]=[CH:23][CH:22]=[N:21]1)=[O:11].F[C:26]1[CH:31]=[CH:30][C:29]([C:32]([F:35])([F:34])[F:33])=[CH:28][N:27]=1, predict the reaction product. The product is: [F:19][C:15]1[C:16]([F:18])=[CH:17][C:12]([C:10]([N:4]2[CH2:5][CH2:6][CH2:7][C@@H:8]([CH3:9])[C@H:3]2[CH2:2][NH:1][C:26]2[CH:31]=[CH:30][C:29]([C:32]([F:35])([F:34])[F:33])=[CH:28][N:27]=2)=[O:11])=[C:13]([N:20]2[N:24]=[CH:23][CH:22]=[N:21]2)[CH:14]=1. (7) Given the reactants [F:1][C:2]1[CH:3]=[CH:4][C:5]([N+:9]([O-:11])=[O:10])=[C:6]([OH:8])[CH:7]=1.C(=O)([O-])[O-].[K+].[K+].COC(=O)[C:21](Cl)([F:23])[F:22].O, predict the reaction product. The product is: [F:22][CH:21]([F:23])[O:8][C:6]1[CH:7]=[C:2]([F:1])[CH:3]=[CH:4][C:5]=1[N+:9]([O-:11])=[O:10]. (8) Given the reactants C([O:3][C:4](=[O:38])[CH2:5][N:6]([C:11]1[C:15]2[CH:16]=[C:17]([CH2:20][O:21][C:22]3[CH:27]=[CH:26][C:25]([C:28]4[CH:33]=[C:32]([F:34])[C:31]([F:35])=[CH:30][C:29]=4[O:36][CH3:37])=[CH:24][CH:23]=3)[CH:18]=[CH:19][C:14]=2[O:13][N:12]=1)[CH2:7][CH2:8][O:9][CH3:10])C.C1COCC1.O[Li].O, predict the reaction product. The product is: [F:35][C:31]1[C:32]([F:34])=[CH:33][C:28]([C:25]2[CH:26]=[CH:27][C:22]([O:21][CH2:20][C:17]3[CH:18]=[CH:19][C:14]4[O:13][N:12]=[C:11]([N:6]([CH2:5][C:4]([OH:38])=[O:3])[CH2:7][CH2:8][O:9][CH3:10])[C:15]=4[CH:16]=3)=[CH:23][CH:24]=2)=[C:29]([O:36][CH3:37])[CH:30]=1.